Predict which catalyst facilitates the given reaction. From a dataset of Catalyst prediction with 721,799 reactions and 888 catalyst types from USPTO. Reactant: O.O.[OH-].[Li+].[F:5][CH:6]([F:25])[O:7][C:8]1[C:16]2[C:11](=[CH:12][CH:13]=[C:14]([N+:17]([O-:19])=[O:18])[CH:15]=2)[N:10](C(OCC)=O)[N:9]=1. Product: [F:25][CH:6]([F:5])[O:7][C:8]1[C:16]2[C:11](=[CH:12][CH:13]=[C:14]([N+:17]([O-:19])=[O:18])[CH:15]=2)[NH:10][N:9]=1. The catalyst class is: 1.